Task: Predict the reactants needed to synthesize the given product.. Dataset: Full USPTO retrosynthesis dataset with 1.9M reactions from patents (1976-2016) (1) Given the product [F:1][C:2]1[CH:7]=[CH:6][C:5]([O:8][C:9](=[O:24])[N:10]([C@H:12]2[C@H:16]([C:17]3[CH:22]=[CH:21][C:20]([Cl:23])=[CH:19][CH:18]=3)[CH2:15][N:14]([C:34]([CH:31]3[CH2:30][CH2:29][N:28]([CH:25]4[CH2:26][CH2:27]4)[CH2:33][CH2:32]3)=[O:35])[CH2:13]2)[CH3:11])=[CH:4][CH:3]=1, predict the reactants needed to synthesize it. The reactants are: [F:1][C:2]1[CH:7]=[CH:6][C:5]([O:8][C:9](=[O:24])[N:10]([C@H:12]2[C@H:16]([C:17]3[CH:22]=[CH:21][C:20]([Cl:23])=[CH:19][CH:18]=3)[CH2:15][NH:14][CH2:13]2)[CH3:11])=[CH:4][CH:3]=1.[CH:25]1([N:28]2[CH2:33][CH2:32][CH:31]([C:34](O)=[O:35])[CH2:30][CH2:29]2)[CH2:27][CH2:26]1. (2) Given the product [ClH:23].[CH3:22][C:16]1[CH:17]=[C:18]([CH3:21])[CH:19]=[CH:20][C:15]=1[N:11]1[CH2:12][CH2:13][CH2:14][NH:8][CH2:9][CH2:10]1, predict the reactants needed to synthesize it. The reactants are: C(OC([N:8]1[CH2:14][CH2:13][CH2:12][N:11]([C:15]2[CH:20]=[CH:19][C:18]([CH3:21])=[CH:17][C:16]=2[CH3:22])[CH2:10][CH2:9]1)=O)(C)(C)C.[ClH:23].C(OCC)(=O)C.